This data is from Catalyst prediction with 721,799 reactions and 888 catalyst types from USPTO. The task is: Predict which catalyst facilitates the given reaction. (1) Reactant: [C:1]([C:3]1[CH:4]=[C:5]([CH:9]=[C:10]([O:14][C:15]([F:18])([F:17])[F:16])[C:11]=1[O:12][CH3:13])[C:6](O)=[O:7])#[N:2].C1(C)C=CC=CC=1.S(Cl)([Cl:28])=O. Product: [C:1]([C:3]1[CH:4]=[C:5]([CH:9]=[C:10]([O:14][C:15]([F:18])([F:17])[F:16])[C:11]=1[O:12][CH3:13])[C:6]([Cl:28])=[O:7])#[N:2]. The catalyst class is: 9. (2) Reactant: C[O:2][C:3]([C:5]1[N:10]=[CH:9][C:8]([N:11]2[CH2:16][CH2:15][N:14]([C:17]([O:19][C:20]([CH3:23])([CH3:22])[CH3:21])=[O:18])[CH2:13][CH2:12]2)=[C:7]([CH2:24][CH2:25][CH3:26])[CH:6]=1)=[O:4].[OH-].[Na+].Cl. Product: [C:20]([O:19][C:17]([N:14]1[CH2:13][CH2:12][N:11]([C:8]2[C:7]([CH2:24][CH2:25][CH3:26])=[CH:6][C:5]([C:3]([OH:4])=[O:2])=[N:10][CH:9]=2)[CH2:16][CH2:15]1)=[O:18])([CH3:23])([CH3:22])[CH3:21]. The catalyst class is: 5. (3) Reactant: [CH3:1][C:2]1[N:3]=[C:4]2[CH:9]=[CH:8][C:7]([C:10]3[CH:11]=[C:12]4[C:25]5([CH2:29][O:28][C:27]([NH2:30])=[N:26]5)[C:21]5([CH2:24][O:23][CH2:22]5)[C:17]5([CH2:20][CH2:19][CH2:18]5)[O:16][C:13]4=[CH:14][CH:15]=3)=[CH:6][N:5]2[CH:31]=1.C(O)(=O)C.[H][H]. Product: [CH3:1][C:2]1[N:3]=[C:4]2[CH2:9][CH2:8][CH:7]([C:10]3[CH:11]=[C:12]4[C:25]5([CH2:29][O:28][C:27]([NH2:30])=[N:26]5)[C:21]5([CH2:24][O:23][CH2:22]5)[C:17]5([CH2:18][CH2:19][CH2:20]5)[O:16][C:13]4=[CH:14][CH:15]=3)[CH2:6][N:5]2[CH:31]=1. The catalyst class is: 867.